This data is from Reaction yield outcomes from USPTO patents with 853,638 reactions. The task is: Predict the reaction yield, written as a fraction of the theoretical maximum amount of product (1.0 means a 100% yield; for example, 0.34 means a 34% yield). (1) The reactants are [CH3:1][O:2][C:3](=[O:14])[C:4]1[CH:9]=[CH:8][C:7](F)=[C:6]([N+:11]([O-:13])=[O:12])[CH:5]=1.C(=O)([O-])[O-].[K+].[K+].[CH3:21][CH:22]1[CH2:26][CH2:25][CH2:24][CH:23]1[NH2:27].Cl. The catalyst is O.CN(C=O)C. The product is [CH3:1][O:2][C:3](=[O:14])[C:4]1[CH:9]=[CH:8][C:7]([NH:27][CH:23]2[CH2:24][CH2:25][CH2:26][CH:22]2[CH3:21])=[C:6]([N+:11]([O-:13])=[O:12])[CH:5]=1. The yield is 1.00. (2) The reactants are [NH2:1][C:2]1[N:7]=[CH:6][N:5]=[C:4]2[N:8]([C:12]3[CH:17]=[CH:16][C:15]([N:18]([CH3:27])[C:19](=[O:26])/[CH:20]=[CH:21]/[CH2:22][N:23]([CH3:25])[CH3:24])=[CH:14][CH:13]=3)[N:9]=[C:10](I)[C:3]=12.[Cl:28][C:29]1[CH:34]=[CH:33][C:32](B(O)O)=[CH:31][CH:30]=1.C(Cl)Cl. The catalyst is COCCOC.O.C1C=CC(P(C2C=CC=CC=2)[C-]2C=CC=C2)=CC=1.C1C=CC(P(C2C=CC=CC=2)[C-]2C=CC=C2)=CC=1.Cl[Pd]Cl.[Fe+2]. The product is [NH2:1][C:2]1[N:7]=[CH:6][N:5]=[C:4]2[N:8]([C:12]3[CH:17]=[CH:16][C:15]([N:18]([CH3:27])[C:19](=[O:26])/[CH:20]=[CH:21]/[CH2:22][N:23]([CH3:25])[CH3:24])=[CH:14][CH:13]=3)[N:9]=[C:10]([C:32]3[CH:33]=[CH:34][C:29]([Cl:28])=[CH:30][CH:31]=3)[C:3]=12. The yield is 0.250. (3) The reactants are [Cl:1][C:2]1[CH:9]=[CH:8][C:5]([CH:6]=O)=[CH:4][CH:3]=1.Cl.[NH2:11][OH:12].[OH-].[Na+]. The catalyst is C(O)C.O. The product is [Cl:1][C:2]1[CH:9]=[CH:8][C:5](/[CH:6]=[N:11]\[OH:12])=[CH:4][CH:3]=1. The yield is 0.970.